This data is from Full USPTO retrosynthesis dataset with 1.9M reactions from patents (1976-2016). The task is: Predict the reactants needed to synthesize the given product. (1) Given the product [Cl:17][C:18]1[C:19]([N:24]2[C:28]3=[N:29][CH:30]=[N:31][C:32]([O:33][C@@H:34]([CH2:39][O:40][CH:41]([CH3:43])[CH3:42])[C:35]([NH:5][C:6]4[CH:16]=[CH:15][C:9]([C:10]([N:12]([CH3:14])[CH3:13])=[O:11])=[CH:8][N:7]=4)=[O:36])=[C:27]3[CH:26]=[N:25]2)=[N:20][CH:21]=[CH:22][CH:23]=1, predict the reactants needed to synthesize it. The reactants are: C[Al](C)C.[NH2:5][C:6]1[CH:16]=[CH:15][C:9]([C:10]([N:12]([CH3:14])[CH3:13])=[O:11])=[CH:8][N:7]=1.[Cl:17][C:18]1[C:19]([N:24]2[C:28]3=[N:29][CH:30]=[N:31][C:32]([O:33][C@@H:34]([CH2:39][O:40][CH:41]([CH3:43])[CH3:42])[C:35](OC)=[O:36])=[C:27]3[CH:26]=[N:25]2)=[N:20][CH:21]=[CH:22][CH:23]=1.CCCCCC. (2) Given the product [CH3:15][NH:14][C:5]1[CH:6]=[CH:7][C:8]2[CH2:9][CH2:10][CH2:11][CH2:12][C:13]=2[C:4]=1[N+:1]([O-:3])=[O:2], predict the reactants needed to synthesize it. The reactants are: [N+:1]([C:4]1[C:13]2[CH2:12][CH2:11][CH2:10][CH2:9][C:8]=2[CH:7]=[CH:6][C:5]=1[NH:14][C:15](=O)C)([O-:3])=[O:2].Cl.[H-].[Na+].IC. (3) Given the product [CH2:16]([C:5]1[S:1][C:2]2[CH:9]=[CH:8][CH:7]=[CH:6][C:3]=2[CH:4]=1)[CH2:17][CH2:18][CH3:19], predict the reactants needed to synthesize it. The reactants are: [S:1]1[CH:5]=[CH:4][C:3]2[CH:6]=[CH:7][CH:8]=[CH:9][C:2]1=2.[Li]C(C)(C)C.Br[CH2:16][CH2:17][CH2:18][CH3:19]. (4) Given the product [F:20][C:21]1[CH:26]=[CH:25][C:24](/[CH:27]=[C:11]2\[O:12][C:13](=[O:18])[C:14]3[C:10]\2=[C:9]([N+:6]([O-:8])=[O:7])[CH:17]=[CH:16][CH:15]=3)=[CH:23][C:22]=1[C:31]([N:33]1[CH2:34][CH2:35][CH:36]([O:39][CH3:40])[CH2:37][CH2:38]1)=[O:32], predict the reactants needed to synthesize it. The reactants are: C([O-])(=O)C.[Na+].[N+:6]([C:9]1[CH:17]=[CH:16][CH:15]=[C:14]2[C:10]=1[C:11](=O)[O:12][C:13]2=[O:18])([O-:8])=[O:7].[F:20][C:21]1[CH:26]=[CH:25][C:24]([CH2:27]C(O)=O)=[CH:23][C:22]=1[C:31]([N:33]1[CH2:38][CH2:37][CH:36]([O:39][CH3:40])[CH2:35][CH2:34]1)=[O:32]. (5) Given the product [CH:28]1([CH2:27][O:26][C:16]2[N:15]=[C:14]([C:12]([NH:11][C:5]3([CH2:4][C:3]([OH:31])=[O:2])[CH2:10][CH2:9][O:8][CH2:7][CH2:6]3)=[O:13])[CH:19]=[CH:18][C:17]=2[N:20]2[CH2:23][C:22]([F:24])([F:25])[CH2:21]2)[CH2:30][CH2:29]1, predict the reactants needed to synthesize it. The reactants are: C[O:2][C:3](=[O:31])[CH2:4][C:5]1([NH:11][C:12]([C:14]2[CH:19]=[CH:18][C:17]([N:20]3[CH2:23][C:22]([F:25])([F:24])[CH2:21]3)=[C:16]([O:26][CH2:27][CH:28]3[CH2:30][CH2:29]3)[N:15]=2)=[O:13])[CH2:10][CH2:9][O:8][CH2:7][CH2:6]1.[OH-].[Li+].